Dataset: Peptide-MHC class I binding affinity with 185,985 pairs from IEDB/IMGT. Task: Regression. Given a peptide amino acid sequence and an MHC pseudo amino acid sequence, predict their binding affinity value. This is MHC class I binding data. (1) The peptide sequence is YADSVKGR. The MHC is HLA-A02:03 with pseudo-sequence HLA-A02:03. The binding affinity (normalized) is 0. (2) The peptide sequence is SEAAYAKKI. The MHC is Mamu-A11 with pseudo-sequence Mamu-A11. The binding affinity (normalized) is 0.807. (3) The peptide sequence is YTSDYFISY. The MHC is HLA-A01:01 with pseudo-sequence HLA-A01:01. The binding affinity (normalized) is 0.637. (4) The peptide sequence is RQAPGKGLEWV. The MHC is HLA-A02:01 with pseudo-sequence HLA-A02:01. The binding affinity (normalized) is 0.453. (5) The peptide sequence is IFLLVLLDY. The MHC is HLA-A02:01 with pseudo-sequence HLA-A02:01. The binding affinity (normalized) is 0.541. (6) The peptide sequence is ISFQQTNAM. The MHC is HLA-A68:02 with pseudo-sequence HLA-A68:02. The binding affinity (normalized) is 0.225.